This data is from Full USPTO retrosynthesis dataset with 1.9M reactions from patents (1976-2016). The task is: Predict the reactants needed to synthesize the given product. (1) Given the product [NH:19]1[CH2:20][CH2:21][CH:16]([NH:15][C:7]2[C:6]3[C:11](=[CH:12][CH:13]=[CH:4][CH:5]=3)[O:10][C:9](=[O:14])[CH:8]=2)[CH2:17][CH2:18]1, predict the reactants needed to synthesize it. The reactants are: Cl.CO[C:4]1[CH:5]=[C:6]2[C:11](=[CH:12][CH:13]=1)[O:10][C:9](=[O:14])[CH:8]=[C:7]2[NH:15][CH:16]1[CH2:21][CH2:20][NH:19][CH2:18][CH2:17]1.C(Cl)Cl. (2) Given the product [F:23][C:24]1[CH:25]=[C:26]([N:30]2[C:5]([C:7]3[C:12](=[O:13])[CH:11]=[CH:10][N:9]([C:14]4[CH:15]=[C:16]([CH:19]=[CH:20][CH:21]=4)[C:17]#[N:18])[N:8]=3)=[CH:4][CH:3]=[N:2]2)[CH:27]=[CH:28][CH:29]=1, predict the reactants needed to synthesize it. The reactants are: C[N:2](C)/[CH:3]=[CH:4]/[C:5]([C:7]1[C:12](=[O:13])[CH:11]=[CH:10][N:9]([C:14]2[CH:15]=[C:16]([CH:19]=[CH:20][CH:21]=2)[C:17]#[N:18])[N:8]=1)=O.[F:23][C:24]1[CH:25]=[C:26]([NH:30]N)[CH:27]=[CH:28][CH:29]=1. (3) The reactants are: [NH2:1][C@@H:2]([CH2:6][CH:7]1[CH2:9][CH2:8]1)[C:3]([OH:5])=[O:4].C([O-])([O-])=O.[K+].[K+].[C:16](O[C:16]([O:18][C:19]([CH3:22])([CH3:21])[CH3:20])=[O:17])([O:18][C:19]([CH3:22])([CH3:21])[CH3:20])=[O:17]. Given the product [C:19]([O:18][C:16]([NH:1][C@@H:2]([CH2:6][CH:7]1[CH2:9][CH2:8]1)[C:3]([OH:5])=[O:4])=[O:17])([CH3:22])([CH3:21])[CH3:20], predict the reactants needed to synthesize it. (4) Given the product [S:1]1[C:5]2[CH:6]=[C:7]([C:10]#[N:12])[CH:8]=[CH:9][C:4]=2[N:3]=[CH:2]1, predict the reactants needed to synthesize it. The reactants are: [S:1]1[C:5]2[CH:6]=[C:7]([C:10]([NH2:12])=O)[CH:8]=[CH:9][C:4]=2[N:3]=[CH:2]1. (5) Given the product [F:1][C:2]1[CH:3]=[C:4]([C:9]2[CH2:13][CH:12]([CH2:14][O:15][C:16]3[CH:20]=[CH:19][O:18][N:17]=3)[O:11][N:10]=2)[CH:5]=[CH:6][C:7]=1[N:21]1[CH2:26][CH2:25][S:24][CH2:23][CH2:22]1, predict the reactants needed to synthesize it. The reactants are: [F:1][C:2]1[CH:3]=[C:4]([C:9]2[CH2:13][CH:12]([CH2:14][O:15][C:16]3[CH:20]=[CH:19][O:18][N:17]=3)[O:11][N:10]=2)[CH:5]=[CH:6][C:7]=1F.[NH:21]1[CH2:26][CH2:25][S:24][CH2:23][CH2:22]1. (6) Given the product [CH3:2][NH:3][C:38]([C:35]1[N:36]=[CH:37][C:32]([O:31][C:29]2[CH:28]=[CH:27][C:24]3[CH2:25][CH2:26][N:20]([C:18]([O:17][C:14]([CH3:13])([CH3:16])[CH3:15])=[O:19])[CH2:21][CH2:22][C:23]=3[CH:30]=2)=[N:33][CH:34]=1)=[O:40], predict the reactants needed to synthesize it. The reactants are: O=[C:2](N1C=CN=C1)[N:3]1C=CN=C1.[CH3:13][C:14]([O:17][C:18]([N:20]1[CH2:26][CH2:25][C:24]2[CH:27]=[CH:28][C:29]([O:31][C:32]3[N:33]=[CH:34][C:35]([C:38]([OH:40])=O)=[N:36][CH:37]=3)=[CH:30][C:23]=2[CH2:22][CH2:21]1)=[O:19])([CH3:16])[CH3:15].CN.O1CCCC1. (7) Given the product [CH:45]1([N:24]([C@@H:25]([C:27]2[C:35]3[C:30](=[N:31][C:32]([CH3:36])=[CH:33][CH:34]=3)[N:29]([CH2:37][CH2:38][CH2:39][NH:40][C:41]([O:43][CH3:44])=[O:42])[N:28]=2)[CH3:26])[C:23]([C@@H:13]2[O:12][CH2:11][C@H:10]([CH2:9][OH:8])[N:15]([C:16]([O:18][C:19]([CH3:21])([CH3:22])[CH3:20])=[O:17])[CH2:14]2)=[O:48])[CH2:46][CH2:47]1, predict the reactants needed to synthesize it. The reactants are: C([O:8][CH2:9][C@@H:10]1[N:15]([C:16]([O:18][C:19]([CH3:22])([CH3:21])[CH3:20])=[O:17])[CH2:14][C@H:13]([C:23](=[O:48])[N:24]([CH:45]2[CH2:47][CH2:46]2)[C@@H:25]([C:27]2[C:35]3[C:30](=[N:31][C:32]([CH3:36])=[CH:33][CH:34]=3)[N:29]([CH2:37][CH2:38][CH2:39][NH:40][C:41]([O:43][CH3:44])=[O:42])[N:28]=2)[CH3:26])[O:12][CH2:11]1)C1C=CC=CC=1. (8) Given the product [CH3:15][O:14][C:6]1[CH:7]=[C:8]([N+:11]([O-:13])=[O:12])[CH:9]=[CH:10][C:5]=1[O:4][CH2:3][CH2:2][N:17]1[CH2:18][CH2:19][C:20]2[C:25](=[CH:24][CH:23]=[CH:22][CH:21]=2)[CH2:16]1, predict the reactants needed to synthesize it. The reactants are: Br[CH2:2][CH2:3][O:4][C:5]1[CH:10]=[CH:9][C:8]([N+:11]([O-:13])=[O:12])=[CH:7][C:6]=1[O:14][CH3:15].[CH2:16]1[C:25]2[C:20](=[CH:21][CH:22]=[CH:23][CH:24]=2)[CH2:19][CH2:18][NH:17]1.